This data is from Acute oral toxicity (LD50) regression data from Zhu et al.. The task is: Regression/Classification. Given a drug SMILES string, predict its toxicity properties. Task type varies by dataset: regression for continuous values (e.g., LD50, hERG inhibition percentage) or binary classification for toxic/non-toxic outcomes (e.g., AMES mutagenicity, cardiotoxicity, hepatotoxicity). Dataset: ld50_zhu. (1) The molecule is Nc1cccc(N)c1. The rat oral LD50 is 2.59, given as -log10 of the dose in mol/kg body weight (higher means more acutely toxic). (2) The molecule is ClC1=C(Cl)C2(Cl)C3CC(Cl)(Cl)CC3C1(Cl)C2(Cl)Cl. The rat oral LD50 is 2.91, given as -log10 of the dose in mol/kg body weight (higher means more acutely toxic). (3) The molecule is O=[N+]([O-])c1c(Cl)c(Cl)c(Cl)c2nc(C(F)(F)F)[nH]c12. The rat oral LD50 is 4.24, given as -log10 of the dose in mol/kg body weight (higher means more acutely toxic). (4) The molecule is Cc1cccc(C)c1NC1=NCCCS1. The rat oral LD50 is 3.23, given as -log10 of the dose in mol/kg body weight (higher means more acutely toxic).